Dataset: Full USPTO retrosynthesis dataset with 1.9M reactions from patents (1976-2016). Task: Predict the reactants needed to synthesize the given product. (1) The reactants are: [Na+].Br[C:3]1[CH:4]=[C:5]([S:13]([O-:16])(=[O:15])=[O:14])[C:6]2[CH:7]=[CH:8][N:9]=[CH:10][C:11]=2[CH:12]=1.[C:17]1(B(O)O)[CH:22]=[CH:21][CH:20]=[CH:19][CH:18]=1.C(=O)([O-])[O-].[Na+].[Na+].C1(P(C2C=CC=CC=2)CCCCP(C2C=CC=CC=2)C2C=CC=CC=2)C=CC=CC=1.[ClH:62]. Given the product [ClH:62].[C:17]1([C:3]2[CH:4]=[C:5]([S:13]([OH:16])(=[O:15])=[O:14])[C:6]3[CH:7]=[CH:8][N:9]=[CH:10][C:11]=3[CH:12]=2)[CH:22]=[CH:21][CH:20]=[CH:19][CH:18]=1, predict the reactants needed to synthesize it. (2) Given the product [CH3:1][NH:2][C:3]1[CH:8]=[CH:7][C:6]([NH2:9])=[CH:5][N:4]=1, predict the reactants needed to synthesize it. The reactants are: [CH3:1][NH:2][C:3]1[CH:8]=[CH:7][C:6]([N+:9]([O-])=O)=[CH:5][N:4]=1.[H][H]. (3) Given the product [Br:11][C:12]1[CH:13]=[C:14]([C:21]([CH3:23])([CH3:22])[C:20]#[N:24])[CH:15]=[C:16]([F:18])[CH:17]=1, predict the reactants needed to synthesize it. The reactants are: C[Si]([N-][Si](C)(C)C)(C)C.[Li+].[Br:11][C:12]1[CH:17]=[C:16]([F:18])[CH:15]=[C:14](F)[CH:13]=1.[C:20](#[N:24])[CH:21]([CH3:23])[CH3:22]. (4) The reactants are: [CH3:1][O:2][CH2:3][CH2:4][CH2:5][O:6][C:7]1[CH:12]=[CH:11][N:10]=[C:9]([CH2:13][S:14][C:15]2[NH:19][C:18]3[CH:20]=[CH:21][CH:22]=[CH:23][C:17]=3[N:16]=2)[C:8]=1[CH3:24].[OH2:25]. Given the product [CH3:24][C:8]1[C:9]([CH2:13][S:14]([C:15]2[NH:16][C:17]3[C:18](=[CH:20][CH:21]=[CH:22][CH:23]=3)[N:19]=2)=[O:25])=[N:10][CH:11]=[CH:12][C:7]=1[O:6][CH2:5][CH2:4][CH2:3][O:2][CH3:1], predict the reactants needed to synthesize it. (5) Given the product [NH2:14][C:15]1[N:16]=[C:17]2[C:23]([C:24](=[O:29])[C:25]([CH3:26])([CH3:27])[CH3:28])=[CH:22][N:21]([CH2:30][O:31][CH2:32][CH2:33][Si:34]([CH3:35])([CH3:37])[CH3:36])[C:18]2=[N:19][CH:20]=1, predict the reactants needed to synthesize it. The reactants are: C(=[N:14][C:15]1[N:16]=[C:17]2[C:23]([C:24](=[O:29])[C:25]([CH3:28])([CH3:27])[CH3:26])=[CH:22][N:21]([CH2:30][O:31][CH2:32][CH2:33][Si:34]([CH3:37])([CH3:36])[CH3:35])[C:18]2=[N:19][CH:20]=1)(C1C=CC=CC=1)C1C=CC=CC=1.C([O-])(=O)C.[Na+].Cl.NO. (6) The reactants are: Cl[C:2]1[C:10]2[C:9]3[CH2:11][NH:12][CH2:13][CH2:14][C:8]=3[NH:7][C:6]=2[N:5]=[CH:4][CH:3]=1.[F:15][C:16]1[CH:21]=[CH:20][C:19](B(O)O)=[CH:18][CH:17]=1.COC1C=CC=C(OC)C=1C1C=CC=CC=1P(C1CCCCC1)C1CCCCC1.C([O-])([O-])=O.[K+].[K+]. Given the product [F:15][C:16]1[CH:21]=[CH:20][C:19]([C:2]2[C:10]3[C:9]4[CH2:11][NH:12][CH2:13][CH2:14][C:8]=4[NH:7][C:6]=3[N:5]=[CH:4][CH:3]=2)=[CH:18][CH:17]=1, predict the reactants needed to synthesize it. (7) Given the product [CH:23]1([CH2:22][C@H:21]([NH:26][C:27](=[O:33])[O:28][C:29]([CH3:32])([CH3:31])[CH3:30])[CH2:20][O:19][C:18]2[C:2]([CH3:34])=[CH:3][C:4]3[C:13]4[C:8](=[C:9]([CH3:14])[N:10]=[CH:11][CH:12]=4)[C:7](=[O:15])[N:6]([CH3:16])[C:5]=3[CH:17]=2)[CH2:25][CH2:24]1, predict the reactants needed to synthesize it. The reactants are: Br[C:2]1[C:18]([O:19][CH2:20][C@@H:21]([NH:26][C:27](=[O:33])[O:28][C:29]([CH3:32])([CH3:31])[CH3:30])[CH2:22][CH:23]2[CH2:25][CH2:24]2)=[CH:17][C:5]2[N:6]([CH3:16])[C:7](=[O:15])[C:8]3[C:13]([C:4]=2[CH:3]=1)=[CH:12][CH:11]=[N:10][C:9]=3[CH3:14].[CH3:34]B1OB(C)OB(C)O1.C(=O)([O-])[O-].[Cs+].[Cs+].O1CCOCC1. (8) The reactants are: C[O:2][NH:3][S:4]([C:7]1[CH:12]=[CH:11][CH:10]=[CH:9][CH:8]=1)(=[O:6])=[O:5].B(Br)(Br)Br.CO.C1OC1C. Given the product [OH:2][NH:3][S:4]([C:7]1[CH:12]=[CH:11][CH:10]=[CH:9][CH:8]=1)(=[O:5])=[O:6], predict the reactants needed to synthesize it.